From a dataset of Full USPTO retrosynthesis dataset with 1.9M reactions from patents (1976-2016). Predict the reactants needed to synthesize the given product. (1) Given the product [CH3:1][O:2][C:3](=[O:28])[C@@H:4]([NH:8][C:9]([C:22]1[CH:27]=[CH:26][CH:25]=[CH:24][CH:23]=1)([C:10]1[CH:15]=[CH:14][CH:13]=[CH:12][CH:11]=1)[C:16]1[CH:17]=[CH:18][CH:19]=[CH:20][CH:21]=1)[C@H:5]([NH:7][C:29]([O:31][CH2:32][CH:33]1[C:34]2[C:39](=[CH:38][CH:37]=[CH:36][CH:35]=2)[C:40]2[C:45]1=[CH:44][CH:43]=[CH:42][CH:41]=2)=[O:30])[CH3:6], predict the reactants needed to synthesize it. The reactants are: [CH3:1][O:2][C:3](=[O:28])[C@@H:4]([NH:8][C:9]([C:22]1[CH:27]=[CH:26][CH:25]=[CH:24][CH:23]=1)([C:16]1[CH:21]=[CH:20][CH:19]=[CH:18][CH:17]=1)[C:10]1[CH:15]=[CH:14][CH:13]=[CH:12][CH:11]=1)[C@H:5]([NH2:7])[CH3:6].[C:29](ON1C(=O)CCC1=O)([O:31][CH2:32][CH:33]1[C:45]2[C:40](=[CH:41][CH:42]=[CH:43][CH:44]=2)[C:39]2[C:34]1=[CH:35][CH:36]=[CH:37][CH:38]=2)=[O:30]. (2) Given the product [F:8][C:6]1[CH:5]=[C:4]([C:9]2([C:15]3[CH:20]=[CH:19][C:18]([O:21][CH3:22])=[C:17]([CH3:23])[CH:16]=3)[CH2:13][O:12][C:11]([NH2:14])=[N:10]2)[CH:3]=[C:2]([NH:54][C:55]2[CH:60]=[CH:59][CH:58]=[CH:57][CH:56]=2)[CH:7]=1, predict the reactants needed to synthesize it. The reactants are: Br[C:2]1[CH:3]=[C:4]([C:9]2([C:15]3[CH:20]=[CH:19][C:18]([O:21][CH3:22])=[C:17]([CH3:23])[CH:16]=3)[CH2:13][O:12][C:11]([NH2:14])=[N:10]2)[CH:5]=[C:6]([F:8])[CH:7]=1.CC(C1C=C(C(C)C)C(C2C(P(C(C)(C)C)C(C)(C)C)=CC=CC=2)=C(C(C)C)C=1)C.[NH2:54][C:55]1[CH:60]=[CH:59][CH:58]=[CH:57][CH:56]=1. (3) Given the product [Cl-:23].[Cl:1][N:3]([Cl:2])[C:4]([CH3:17])([CH3:16])[CH2:5][CH2:6][N+:7]1([CH3:15])[CH2:12][CH2:11][C:10]([F:14])([F:13])[CH2:9][CH2:8]1, predict the reactants needed to synthesize it. The reactants are: [ClH:1].[Cl-:2].[NH2:3][C:4]([CH3:17])([CH3:16])[CH2:5][CH2:6][N+:7]1([CH3:15])[CH2:12][CH2:11][C:10]([F:14])([F:13])[CH2:9][CH2:8]1.C(O[Cl:23])(C)(C)C.O.